This data is from Reaction yield outcomes from USPTO patents with 853,638 reactions. The task is: Predict the reaction yield, written as a fraction of the theoretical maximum amount of product (1.0 means a 100% yield; for example, 0.34 means a 34% yield). (1) The reactants are [F:1][C:2]([F:32])([F:31])[C:3]1[N:8]2[N:9]=[CH:10][C:11]([C:12]#[C:13][C:14]3[CH:15]=[CH:16][C:17]([NH2:20])=[N:18][CH:19]=3)=[C:7]2[N:6]=[C:5]([C:21]2[CH:26]=[CH:25][C:24]([C:27]([F:30])([F:29])[F:28])=[CH:23][CH:22]=2)[CH:4]=1.[CH3:33][S:34](O[S:34]([CH3:33])(=[O:36])=[O:35])(=[O:36])=[O:35].O1CCOCC1.Cl. The catalyst is N1C=CC=CC=1. The product is [F:32][C:2]([F:1])([F:31])[C:3]1[N:8]2[N:9]=[CH:10][C:11]([C:12]#[C:13][C:14]3[CH:15]=[CH:16][C:17]([NH:20][S:34]([CH3:33])(=[O:36])=[O:35])=[N:18][CH:19]=3)=[C:7]2[N:6]=[C:5]([C:21]2[CH:26]=[CH:25][C:24]([C:27]([F:28])([F:29])[F:30])=[CH:23][CH:22]=2)[CH:4]=1. The yield is 0.520. (2) The reactants are Br[CH2:2][C:3]1[C:4]2[C:9]([N:10]=[C:11]3[C:16]=1[CH:15]=[CH:14][CH:13]=[CH:12]3)=[CH:8][CH:7]=[CH:6][CH:5]=2.[P:17]([O:24]CC)([O:21][CH2:22][CH3:23])[O:18][CH2:19][CH3:20]. No catalyst specified. The product is [CH:5]1[C:4]2[C:9](=[N:10][C:11]3[C:16]([C:3]=2[CH2:2][P:17](=[O:24])([O:21][CH2:22][CH3:23])[O:18][CH2:19][CH3:20])=[CH:15][CH:14]=[CH:13][CH:12]=3)[CH:8]=[CH:7][CH:6]=1. The yield is 0.940. (3) The reactants are [N:1]([C@@H:4]([C:8]1[CH:13]=[CH:12][CH:11]=[CH:10][CH:9]=1)[C@H:5]([OH:7])[CH3:6])=[N+]=[N-].[CH3:14][C:15]([O:18][C:19](O[C:19]([O:18][C:15]([CH3:17])([CH3:16])[CH3:14])=[O:20])=[O:20])([CH3:17])[CH3:16]. The catalyst is CO.[Pd]. The product is [OH:7][C@H:5]([CH3:6])[C@@H:4]([NH:1][C:19](=[O:20])[O:18][C:15]([CH3:17])([CH3:16])[CH3:14])[C:8]1[CH:13]=[CH:12][CH:11]=[CH:10][CH:9]=1. The yield is 0.710. (4) The reactants are [C:1]([C:5]1[CH:10]=[C:9]([C:11]([OH:14])([CH3:13])[CH3:12])[CH:8]=[CH:7][C:6]=1[N:15]1[CH2:20][CH2:19][N:18]([C:21](=[O:27])[C:22]([O:24]CC)=[O:23])[CH2:17][CH2:16]1)([CH3:4])([CH3:3])[CH3:2].[OH-].[Li+].Cl. The catalyst is C1COCC1. The product is [C:1]([C:5]1[CH:10]=[C:9]([C:11]([OH:14])([CH3:13])[CH3:12])[CH:8]=[CH:7][C:6]=1[N:15]1[CH2:16][CH2:17][N:18]([C:21](=[O:27])[C:22]([OH:24])=[O:23])[CH2:19][CH2:20]1)([CH3:2])([CH3:3])[CH3:4]. The yield is 0.950.